From a dataset of Peptide-MHC class II binding affinity with 134,281 pairs from IEDB. Regression. Given a peptide amino acid sequence and an MHC pseudo amino acid sequence, predict their binding affinity value. This is MHC class II binding data. The peptide sequence is TVWAQSAAFPAFKPE. The MHC is HLA-DPA10201-DPB10101 with pseudo-sequence HLA-DPA10201-DPB10101. The binding affinity (normalized) is 0.192.